The task is: Predict the reactants needed to synthesize the given product.. This data is from Full USPTO retrosynthesis dataset with 1.9M reactions from patents (1976-2016). (1) Given the product [CH3:9][O:8][C:5]1[N:4]=[C:3]([CH3:10])[C:2]([CH:19]=[O:20])=[CH:7][CH:6]=1, predict the reactants needed to synthesize it. The reactants are: Br[C:2]1[C:3]([CH3:10])=[N:4][C:5]([O:8][CH3:9])=[CH:6][CH:7]=1.C([Li])CCC.CN([CH:19]=[O:20])C.O.[Cl-].[NH4+]. (2) Given the product [CH3:1][O:2][C:3]1[CH:4]=[C:5]([CH:9]=[C:10]([O:14][CH2:15][CH3:16])[C:11]=1[O:12][CH3:13])[C:6]([N:43]1[CH2:44][CH2:45][C:41]([CH2:40][CH2:39][N:35]2[CH2:36][CH2:37][CH2:38][N:32]([C:24]3[N:23]([CH2:22][CH2:21][O:20][CH2:18][CH3:19])[C:27]4[CH:28]=[CH:29][CH:30]=[CH:31][C:26]=4[N:25]=3)[CH2:33][CH2:34]2)([C:46]2[CH:51]=[CH:50][CH:49]=[CH:48][CH:47]=2)[CH2:42]1)=[O:8], predict the reactants needed to synthesize it. The reactants are: [CH3:1][O:2][C:3]1[CH:4]=[C:5]([CH:9]=[C:10]([O:14][CH2:15][CH3:16])[C:11]=1[O:12][CH3:13])[C:6]([OH:8])=O.Cl.[CH2:18]([O:20][CH2:21][CH2:22][N:23]1[C:27]2[CH:28]=[CH:29][CH:30]=[CH:31][C:26]=2[N:25]=[C:24]1[N:32]1[CH2:38][CH2:37][CH2:36][N:35]([CH2:39][CH2:40][C:41]2([C:46]3[CH:51]=[CH:50][CH:49]=[CH:48][CH:47]=3)[CH2:45][CH2:44][NH:43][CH2:42]2)[CH2:34][CH2:33]1)[CH3:19]. (3) Given the product [Cl:1][C:2]1[CH:3]=[C:4]([CH:8]=[C:9]([CH:11]2[CH2:13][CH2:12]2)[CH:10]=1)[C:5]([N:20]([C:22]1[CH:23]=[N:24][CH:25]=[CH:26][C:27]=1[C:28]1[CH:33]=[CH:32][C:31]([F:34])=[CH:30][C:29]=1[O:35][CH3:36])[CH3:18])=[O:7], predict the reactants needed to synthesize it. The reactants are: [Cl:1][C:2]1[CH:3]=[C:4]([CH:8]=[C:9]([CH:11]2[CH2:13][CH2:12]2)[CH:10]=1)[C:5]([OH:7])=O.FC1C=C(C=C(C(F)(F)F)C=1)[C:18]([N:20]([C:22]1[CH:23]=[N:24][CH:25]=[CH:26][C:27]=1[C:28]1[CH:33]=[CH:32][C:31]([F:34])=[CH:30][C:29]=1[O:35][CH3:36])C)=O. (4) Given the product [C:49]([O:48][C:46](=[O:47])[C@H:44]([C@@H:42]([C:41]([O:40][C:32](=[O:39])[C:33]1[CH:34]=[CH:35][CH:36]=[CH:37][CH:38]=1)=[O:57])[OH:43])[OH:45])(=[O:56])[C:50]1[CH:51]=[CH:52][CH:53]=[CH:54][CH:55]=1.[CH2:1]([O:8][C:9]1[CH:14]=[CH:13][C:12]([C:15](=[O:31])[C@@H:16]([N:18]2[CH2:23][CH2:22][C:21]([OH:30])([C:24]3[CH:29]=[CH:28][CH:27]=[CH:26][CH:25]=3)[CH2:20][CH2:19]2)[CH3:17])=[CH:11][CH:10]=1)[C:2]1[CH:3]=[CH:4][CH:5]=[CH:6][CH:7]=1, predict the reactants needed to synthesize it. The reactants are: [CH2:1]([O:8][C:9]1[CH:14]=[CH:13][C:12]([C:15](=[O:31])[CH:16]([N:18]2[CH2:23][CH2:22][C:21]([OH:30])([C:24]3[CH:29]=[CH:28][CH:27]=[CH:26][CH:25]=3)[CH2:20][CH2:19]2)[CH3:17])=[CH:11][CH:10]=1)[C:2]1[CH:7]=[CH:6][CH:5]=[CH:4][CH:3]=1.[C:32]([O:40][C:41](=[O:57])[C@H:42]([C@@H:44]([C:46]([O:48][C:49](=[O:56])[C:50]1[CH:55]=[CH:54][CH:53]=[CH:52][CH:51]=1)=[O:47])[OH:45])[OH:43])(=[O:39])[C:33]1[CH:38]=[CH:37][CH:36]=[CH:35][CH:34]=1. (5) Given the product [Cl:1][C:2]1[CH:3]=[C:4]([NH:16][C:17]2[C:26]3[C:21](=[CH:22][C:23]([O:39][CH2:40][CH3:41])=[C:24]([NH:27][C:28](=[O:38])/[CH:29]=[CH:61]/[C@@H:63]4[CH2:67][CH2:66][CH2:65][N:64]4[C:68]([O:70][C:71]([CH3:72])([CH3:74])[CH3:73])=[O:69])[CH:25]=3)[N:20]=[CH:19][C:18]=2[C:42]#[N:43])[CH:5]=[CH:6][C:7]=1[O:8][CH2:9][C:10]1[CH:15]=[CH:14][CH:13]=[CH:12][N:11]=1, predict the reactants needed to synthesize it. The reactants are: [Cl:1][C:2]1[CH:3]=[C:4]([NH:16][C:17]2[C:26]3[C:21](=[CH:22][C:23]([O:39][CH2:40][CH3:41])=[C:24]([NH:27][C:28](=[O:38])[CH2:29]P(OCC)(OCC)=O)[CH:25]=3)[N:20]=[CH:19][C:18]=2[C:42]#[N:43])[CH:5]=[CH:6][C:7]=1[O:8][CH2:9][C:10]1[CH:15]=[CH:14][CH:13]=[CH:12][N:11]=1.C[Si]([N-][Si](C)(C)C)(C)C.[Li+].C1(C)C=CC=CC=1.[CH:61]([C@@H:63]1[CH2:67][CH2:66][CH2:65][N:64]1[C:68]([O:70][C:71]([CH3:74])([CH3:73])[CH3:72])=[O:69])=O. (6) Given the product [C:28]([C:10]1[C:11]2[C:16](=[CH:15][C:14]([O:19][C:20]3[C:21]([CH3:27])=[CH:22][CH:23]=[CH:24][C:25]=3[CH3:26])=[CH:13][CH:12]=2)[C:17]([OH:18])=[C:8]([C:6]([NH:30][CH2:31][CH2:32][CH2:33][CH2:34][C:35]([OH:37])=[O:36])=[O:7])[N:9]=1)#[N:29], predict the reactants needed to synthesize it. The reactants are: C(O[C:6]([C:8]1[N:9]=[C:10]([C:28]#[N:29])[C:11]2[C:16]([C:17]=1[OH:18])=[CH:15][C:14]([O:19][C:20]1[C:25]([CH3:26])=[CH:24][CH:23]=[CH:22][C:21]=1[CH3:27])=[CH:13][CH:12]=2)=[O:7])CCC.[NH2:30][CH2:31][CH2:32][CH2:33][CH2:34][C:35]([OH:37])=[O:36].C[O-].[Na+]. (7) Given the product [CH3:22][C@H:11]1[CH2:10][N:9]([CH2:8][C:5]2[CH:6]=[N:7][C:2]([NH:1][CH3:24])=[CH:3][C:4]=2[CH3:23])[CH2:14][CH2:13][N:12]1[C:15]([O:17][C:18]([CH3:19])([CH3:21])[CH3:20])=[O:16], predict the reactants needed to synthesize it. The reactants are: [NH2:1][C:2]1[N:7]=[CH:6][C:5]([CH2:8][N:9]2[CH2:14][CH2:13][N:12]([C:15]([O:17][C:18]([CH3:21])([CH3:20])[CH3:19])=[O:16])[C@@H:11]([CH3:22])[CH2:10]2)=[C:4]([CH3:23])[CH:3]=1.[CH2:24]=O.C[O-].[Na+].[BH4-].[Na+]. (8) The reactants are: [Br:1][C:2]1[CH:9]=[CH:8][C:5]([CH2:6][OH:7])=[CH:4][CH:3]=1.CCN(CC)CC.[CH3:17][S:18](Cl)(=[O:20])=[O:19]. Given the product [Br:1][C:2]1[CH:9]=[CH:8][C:5]([CH2:6][O:7][S:18]([CH3:17])(=[O:20])=[O:19])=[CH:4][CH:3]=1, predict the reactants needed to synthesize it.